This data is from Full USPTO retrosynthesis dataset with 1.9M reactions from patents (1976-2016). The task is: Predict the reactants needed to synthesize the given product. (1) Given the product [CH3:12][O:13][C:14]1[CH:21]=[CH:20][C:17]([CH2:18][N:10]2[N:9]=[N:8][C:7]([C:5]([OH:4])=[O:6])=[N:11]2)=[CH:16][CH:15]=1, predict the reactants needed to synthesize it. The reactants are: [Na].C([O:4][C:5]([C:7]1[NH:11][N:10]=[N:9][N:8]=1)=[O:6])C.[CH3:12][O:13][C:14]1[CH:21]=[CH:20][C:17]([CH2:18]Cl)=[CH:16][CH:15]=1.O.[OH-].[Na+]. (2) Given the product [CH3:1][N:2]1[C:11]2[C:6](=[CH:7][CH:8]=[CH:9][N:10]=2)[CH:5]=[C:4]([C:12]([OH:14])=[O:13])[C:3]1=[O:17], predict the reactants needed to synthesize it. The reactants are: [CH3:1][N:2]1[C:11]2[C:6](=[CH:7][CH:8]=[CH:9][N:10]=2)[CH:5]=[C:4]([C:12]([O:14]CC)=[O:13])[C:3]1=[O:17].O.[OH-].[Li+].O.C(=O)([O-])O.[Na+]. (3) Given the product [CH3:29][N:2]1[C:3](/[C:4](=[N:11]\[O:12][CH2:13][C:14]2[N:19]=[C:18]([NH:20][C:21](=[O:27])[O:22][C:23]([CH3:25])([CH3:26])[CH3:24])[CH:17]=[CH:16][CH:15]=2)/[C:5]2[CH:10]=[CH:9][CH:8]=[CH:7][N:6]=2)=[N:28][C:30](=[O:31])[O:1]1, predict the reactants needed to synthesize it. The reactants are: [OH:1][N:2]([CH3:29])[C:3](=[NH:28])/[C:4](=[N:11]\[O:12][CH2:13][C:14]1[N:19]=[C:18]([NH:20][C:21](=[O:27])[O:22][C:23]([CH3:26])([CH3:25])[CH3:24])[CH:17]=[CH:16][CH:15]=1)/[C:5]1[CH:10]=[CH:9][CH:8]=[CH:7][N:6]=1.[C:30](N1C=CN=C1)(N1C=CN=C1)=[O:31]. (4) Given the product [CH2:39]([O:38][C:37]([NH:36][C:34]1[C:33]([F:47])=[CH:32][C:31]([F:48])=[C:30]([C:9]2[CH2:10][CH2:11][N:12]([C:15]([O:17][C:18]([CH3:19])([CH3:20])[CH3:21])=[O:16])[CH2:13][CH:14]=2)[CH:35]=1)=[O:46])[C:40]1[CH:45]=[CH:44][CH:43]=[CH:42][CH:41]=1, predict the reactants needed to synthesize it. The reactants are: CC1(C)C(C)(C)OB([C:9]2[CH2:10][CH2:11][N:12]([C:15]([O:17][C:18]([CH3:21])([CH3:20])[CH3:19])=[O:16])[CH2:13][CH:14]=2)O1.C([O-])([O-])=O.[K+].[K+].Br[C:30]1[C:31]([F:48])=[CH:32][C:33]([F:47])=[C:34]([NH:36][C:37](=[O:46])[O:38][CH2:39][C:40]2[CH:45]=[CH:44][CH:43]=[CH:42][CH:41]=2)[CH:35]=1. (5) Given the product [CH3:20][N:18]1[CH:19]=[C:15]([N:14]2[C:5]3[C:4]4[CH:3]=[C:2]([C:32]5[CH:31]=[CH:30][N:29]=[C:28]([N:27]([CH:24]([CH3:26])[CH3:25])[CH3:43])[CH:33]=5)[CH:11]=[CH:10][C:9]=4[N:8]=[CH:7][C:6]=3[N:12]([CH3:23])[C:13]2=[O:22])[C:16]([CH3:21])=[N:17]1, predict the reactants needed to synthesize it. The reactants are: Br[C:2]1[CH:11]=[CH:10][C:9]2[N:8]=[CH:7][C:6]3[N:12]([CH3:23])[C:13](=[O:22])[N:14]([C:15]4[C:16]([CH3:21])=[N:17][N:18]([CH3:20])[CH:19]=4)[C:5]=3[C:4]=2[CH:3]=1.[CH:24]([N:27]([CH3:43])[C:28]1[CH:33]=[C:32](B2OC(C)(C)C(C)(C)O2)[CH:31]=[CH:30][N:29]=1)([CH3:26])[CH3:25]. (6) Given the product [C:15]1([NH:14][C:12]([C:10]2[N:11]=[C:6]3[CH:5]=[CH:4][C:3]([C:1]4[N:21]=[N:22][NH:23][CH:2]=4)=[CH:8][N:7]3[CH:9]=2)=[O:13])[CH:20]=[CH:19][CH:18]=[CH:17][CH:16]=1, predict the reactants needed to synthesize it. The reactants are: [C:1]([C:3]1[CH:4]=[CH:5][C:6]2[N:7]([CH:9]=[C:10]([C:12]([NH:14][C:15]3[CH:20]=[CH:19][CH:18]=[CH:17][CH:16]=3)=[O:13])[N:11]=2)[CH:8]=1)#[CH:2].[N-:21]=[N+:22]=[N-:23].[Na+].[Cl-].[NH4+]. (7) Given the product [OH:1][C:2]12[CH2:3][CH:4]3[CH2:10][CH:8]([CH2:7][CH:6]([CH:5]3[NH:12][C:13]([C:15]3[CH:28]=[CH:27][C:18]4[N:19]([CH2:22][CH2:23][NH2:24])[CH:20]=[N:21][C:17]=4[CH:16]=3)=[O:14])[CH2:11]1)[CH2:9]2, predict the reactants needed to synthesize it. The reactants are: [OH:1][C:2]12[CH2:11][CH:6]3[CH2:7][CH:8]([CH2:10][CH:4]([CH:5]3[NH:12][C:13]([C:15]3[CH:28]=[CH:27][C:18]4[N:19]([CH2:22][CH2:23][N:24]=[N+]=[N-])[CH:20]=[N:21][C:17]=4[CH:16]=3)=[O:14])[CH2:3]1)[CH2:9]2.